This data is from Peptide-MHC class I binding affinity with 185,985 pairs from IEDB/IMGT. The task is: Regression. Given a peptide amino acid sequence and an MHC pseudo amino acid sequence, predict their binding affinity value. This is MHC class I binding data. The peptide sequence is VPSHISSLI. The MHC is HLA-B07:02 with pseudo-sequence HLA-B07:02. The binding affinity (normalized) is 0.439.